This data is from Forward reaction prediction with 1.9M reactions from USPTO patents (1976-2016). The task is: Predict the product of the given reaction. (1) The product is: [CH2:1]([C@H:3]1[C:11]2[C:6](=[CH:7][C:8]([C:12](=[O:28])[NH:36][C@H:37]([C:41]3[CH:46]=[CH:45][C:44]([S:47]([CH2:50][CH3:51])(=[O:49])=[O:48])=[CH:43][N:42]=3)[CH2:38][CH2:39][OH:40])=[CH:9][CH:10]=2)[CH2:5][N:4]1[C:29]([O:31][C:32]([CH3:33])([CH3:35])[CH3:34])=[O:30])[CH3:2]. Given the reactants [CH2:1]([C@H:3]1[C:11]2[C:6](=[CH:7][C:8]([C:12](=[O:28])N[C@H](C3C=CC(S(CC)(=O)=O)=CC=3)CO)=[CH:9][CH:10]=2)[CH2:5][N:4]1[C:29]([O:31][C:32]([CH3:35])([CH3:34])[CH3:33])=[O:30])[CH3:2].[NH2:36][C@H:37]([C:41]1[CH:46]=[CH:45][C:44]([S:47]([CH2:50][CH3:51])(=[O:49])=[O:48])=[CH:43][N:42]=1)[CH2:38][CH2:39][OH:40], predict the reaction product. (2) Given the reactants [C:1]([O:5][C:6]([CH:8]1[CH2:13][CH2:12][CH:11]([C:14]2[CH:19]=[C:18](O)[N:17]3[N:21]=[CH:22][CH:23]=[C:16]3[N:15]=2)[CH2:10][CH2:9]1)=[O:7])([CH3:4])([CH3:3])[CH3:2].CN(C)C1C=CC=CC=1.O=P(Cl)(Cl)[Cl:35], predict the reaction product. The product is: [C:1]([O:5][C:6]([CH:8]1[CH2:13][CH2:12][CH:11]([C:14]2[CH:19]=[C:18]([Cl:35])[N:17]3[N:21]=[CH:22][CH:23]=[C:16]3[N:15]=2)[CH2:10][CH2:9]1)=[O:7])([CH3:4])([CH3:3])[CH3:2]. (3) Given the reactants [CH:1]12[CH2:10][CH:5]3[CH2:6][CH:7]([CH2:9][CH:3]([CH2:4]3)[CH:2]1[NH:11][C:12]([C:14]1[CH:15]=[N:16][N:17]([C:20]3[CH:25]=[CH:24][CH:23]=[CH:22][CH:21]=3)[C:18]=1Cl)=[O:13])[CH2:8]2.[CH2:26]([NH2:33])[C:27]1[CH:32]=[CH:31][CH:30]=[CH:29][CH:28]=1, predict the reaction product. The product is: [CH:1]12[CH2:10][CH:5]3[CH2:6][CH:7]([CH2:9][CH:3]([CH2:4]3)[CH:2]1[NH:11][C:12]([C:14]1[CH:15]=[N:16][N:17]([C:20]3[CH:25]=[CH:24][CH:23]=[CH:22][CH:21]=3)[C:18]=1[NH:33][CH2:26][C:27]1[CH:32]=[CH:31][CH:30]=[CH:29][CH:28]=1)=[O:13])[CH2:8]2. (4) Given the reactants Br[C:2]1[CH:3]([C:14]2[CH:19]=[CH:18][C:17]([O:20][CH2:21][CH2:22][N:23]3[CH2:26][CH:25]([CH2:27][F:28])[CH2:24]3)=[CH:16][CH:15]=2)[O:4][C:5]2[C:10]([C:11]=1[CH3:12])=[CH:9][C:8]([OH:13])=[CH:7][CH:6]=2.[CH3:29][S:30]([NH:33][C:34]1[CH:39]=[CH:38][C:37](B(O)O)=[CH:36][CH:35]=1)(=[O:32])=[O:31], predict the reaction product. The product is: [F:28][CH2:27][CH:25]1[CH2:24][N:23]([CH2:22][CH2:21][O:20][C:17]2[CH:16]=[CH:15][C:14]([CH:3]3[C:2]([C:37]4[CH:36]=[CH:35][C:34]([NH:33][S:30]([CH3:29])(=[O:31])=[O:32])=[CH:39][CH:38]=4)=[C:11]([CH3:12])[C:10]4[C:5](=[CH:6][CH:7]=[C:8]([OH:13])[CH:9]=4)[O:4]3)=[CH:19][CH:18]=2)[CH2:26]1. (5) Given the reactants Br[C:2]1[C:3]([N:22]2[CH2:27][CH2:26][O:25][CH2:24][CH2:23]2)=[N:4][CH:5]=[C:6]([CH:21]=1)[C:7]([NH:9][C:10]1[CH:15]=[CH:14][C:13]([O:16][C:17]([F:20])([F:19])[F:18])=[CH:12][CH:11]=1)=[O:8].[N:28]1[CH:33]=[C:32](B(O)O)[CH:31]=[N:30][CH:29]=1.[O-]P([O-])([O-])=O.[K+].[K+].[K+], predict the reaction product. The product is: [O:25]1[CH2:26][CH2:27][N:22]([C:3]2[C:2]([C:32]3[CH:33]=[N:28][CH:29]=[N:30][CH:31]=3)=[CH:21][C:6]([C:7]([NH:9][C:10]3[CH:15]=[CH:14][C:13]([O:16][C:17]([F:20])([F:19])[F:18])=[CH:12][CH:11]=3)=[O:8])=[CH:5][N:4]=2)[CH2:23][CH2:24]1. (6) Given the reactants [CH3:1][N:2]([CH3:6])[CH2:3][CH2:4][OH:5].F[C:8]1[CH:13]=[C:12]([C:14]([F:17])([F:16])[F:15])[CH:11]=[C:10]([N+:18]([O-:20])=[O:19])[CH:9]=1.C([O-])([O-])=O.[K+].[K+], predict the reaction product. The product is: [CH3:1][N:2]([CH3:6])[CH2:3][CH2:4][O:5][C:8]1[CH:13]=[C:12]([C:14]([F:16])([F:17])[F:15])[CH:11]=[C:10]([N+:18]([O-:20])=[O:19])[CH:9]=1. (7) Given the reactants [CH:1]([C:3]1[CH:4]=[C:5]([CH:9]=[CH:10][CH:11]=1)[C:6]([OH:8])=O)=[O:2].C(N(CC)CC)C.ON1C2C=CC=CC=2N=N1.Cl.C(N=C=NCCCN(C)C)C.Cl.[CH3:42][CH:43]([CH3:52])[C:44]([N:46]1[CH2:51][CH2:50][NH:49][CH2:48][CH2:47]1)=[O:45], predict the reaction product. The product is: [C:44]([N:46]1[CH2:51][CH2:50][N:49]([C:6]([C:5]2[CH:4]=[C:3]([CH:11]=[CH:10][CH:9]=2)[CH:1]=[O:2])=[O:8])[CH2:48][CH2:47]1)(=[O:45])[CH:43]([CH3:52])[CH3:42].